Predict which catalyst facilitates the given reaction. From a dataset of Catalyst prediction with 721,799 reactions and 888 catalyst types from USPTO. (1) Reactant: C([O-])([O-])=O.[K+].[K+].[Br:7][C:8]1[N:12]([CH3:13])[C:11]([CH:14]=O)=[N:10][CH:9]=1.Cl.[NH2:17][OH:18]. Product: [Br:7][C:8]1[N:12]([CH3:13])[C:11](/[CH:14]=[N:17]/[OH:18])=[N:10][CH:9]=1. The catalyst class is: 14. (2) Reactant: [CH3:1][O:2][C:3]1[CH:4]=[C:5]2[C:10](=[CH:11][CH:12]=1)[C:9](=[O:13])[O:8][CH2:7][CH2:6]2.BrN1C(=O)CCC1=O.C(OOC(=O)C1C=CC=CC=1)(=O)C1C=CC=CC=1. Product: [CH3:1][O:2][C:3]1[CH:4]=[C:5]2[C:10](=[CH:11][CH:12]=1)[C:9](=[O:13])[O:8][CH:7]=[CH:6]2. The catalyst class is: 717.